This data is from Peptide-MHC class I binding affinity with 185,985 pairs from IEDB/IMGT. The task is: Regression. Given a peptide amino acid sequence and an MHC pseudo amino acid sequence, predict their binding affinity value. This is MHC class I binding data. (1) The peptide sequence is RWILAIPRRI. The MHC is HLA-B27:05 with pseudo-sequence HLA-B27:05. The binding affinity (normalized) is 0.636. (2) The peptide sequence is GVDYYDNV. The MHC is H-2-Kb with pseudo-sequence H-2-Kb. The binding affinity (normalized) is 0.00414. (3) The peptide sequence is VEYPIIGDEL. The MHC is HLA-B44:02 with pseudo-sequence HLA-B44:02. The binding affinity (normalized) is 0.216. (4) The peptide sequence is YVFVGTSRY. The MHC is SLA-10401 with pseudo-sequence SLA-10401. The binding affinity (normalized) is 0.465. (5) The peptide sequence is NLWNGIVPM. The binding affinity (normalized) is 0.314. The MHC is HLA-A02:06 with pseudo-sequence HLA-A02:06.